From a dataset of Catalyst prediction with 721,799 reactions and 888 catalyst types from USPTO. Predict which catalyst facilitates the given reaction. Reactant: [N+:1]([C:4]1[CH:9]=[CH:8][C:7]([NH:10][CH2:11][CH2:12][NH:13][S:14]([CH3:17])(=[O:16])=[O:15])=[CH:6][CH:5]=1)([O-:3])=[O:2].S([O-])(O[CH3:22])(=O)=O. Product: [CH3:22][N:13]([CH2:12][CH2:11][NH:10][C:7]1[CH:6]=[CH:5][C:4]([N+:1]([O-:3])=[O:2])=[CH:9][CH:8]=1)[S:14]([CH3:17])(=[O:16])=[O:15]. The catalyst class is: 74.